From a dataset of Reaction yield outcomes from USPTO patents with 853,638 reactions. Predict the reaction yield, written as a fraction of the theoretical maximum amount of product (1.0 means a 100% yield; for example, 0.34 means a 34% yield). (1) The reactants are C(OC(=O)[NH:10][C:11]([CH3:22])([C:16]1[N:20]=[C:19]([CH3:21])[O:18][N:17]=1)[CH2:12][CH:13]1[CH2:15][CH2:14]1)C1C=CC=CC=1.[H][H]. The catalyst is C(O)C.[Pd]. The product is [CH:13]1([CH2:12][C:11]([NH2:10])([CH3:22])[C:16]2[N:20]=[C:19]([CH3:21])[O:18][N:17]=2)[CH2:15][CH2:14]1. The yield is 0.530. (2) The reactants are [CH2:1]([O:3][C:4]([N:6]1[CH2:11][CH2:10][N:9]([CH2:12][C:13]2[CH:17]=[C:16]([Sn](CCCC)(CCCC)CCCC)[O:15][N:14]=2)[CH2:8][CH2:7]1)=[O:5])[CH3:2].I[C:32]1[CH:33]=[C:34]([CH3:38])[CH:35]=[CH:36][CH:37]=1. The catalyst is O1CCOCC1.Cl[Pd](Cl)([P](C1C=CC=CC=1)(C1C=CC=CC=1)C1C=CC=CC=1)[P](C1C=CC=CC=1)(C1C=CC=CC=1)C1C=CC=CC=1. The product is [CH2:1]([O:3][C:4]([N:6]1[CH2:7][CH2:8][N:9]([CH2:12][C:13]2[CH:17]=[C:16]([C:32]3[CH:33]=[C:34]([CH3:38])[CH:35]=[CH:36][CH:37]=3)[O:15][N:14]=2)[CH2:10][CH2:11]1)=[O:5])[CH3:2]. The yield is 0.630. (3) The reactants are [Br:1][C:2]1[CH:11]=[CH:10][C:5]([C:6]([O:8]C)=O)=[C:4]([CH2:12]Br)[CH:3]=1.[CH2:14]([NH2:17])[CH:15]=[CH2:16]. The catalyst is C(Cl)Cl. The product is [CH2:14]([N:17]1[CH2:12][C:4]2[C:5](=[CH:10][CH:11]=[C:2]([Br:1])[CH:3]=2)[C:6]1=[O:8])[CH:15]=[CH2:16]. The yield is 0.620. (4) The reactants are Cl.[F:2][C:3]1[CH:4]=[C:5]([NH:10][CH:11]([C:15]2[CH:20]=[CH:19][CH:18]=[CH:17][CH:16]=2)[C:12]([OH:14])=[O:13])[CH:6]=[CH:7][C:8]=1[CH3:9].C1C=CC2N(O)N=NC=2C=1.CCN(C(C)C)C(C)C.[N:40]12[CH2:47][CH2:46][CH:43]([CH2:44][CH2:45]1)[C@@H:42](O)[CH2:41]2. The catalyst is C(#N)C. The product is [N:40]12[CH2:47][CH2:46][CH:43]([CH2:44][CH2:45]1)[C@@H:42]([O:13][C:12](=[O:14])[CH:11]([NH:10][C:5]1[CH:6]=[CH:7][C:8]([CH3:9])=[C:3]([F:2])[CH:4]=1)[C:15]1[CH:16]=[CH:17][CH:18]=[CH:19][CH:20]=1)[CH2:41]2. The yield is 1.00. (5) The reactants are [CH2:1]([C:3]1[C:11]([CH3:12])=[C:10]2[C:6]([C:7](=[O:13])[O:8][CH2:9]2)=[C:5]([O:14][CH2:15][CH2:16][Si:17]([CH3:20])([CH3:19])[CH3:18])[C:4]=1CC=O)[CH3:2].C1(P(C2C=CC=CC=2)(C2C=CC=CC=2)=C(C)C=[O:33])C=CC=CC=1.[C:47]1([CH3:53])[CH:52]=CC=[CH:49][CH:48]=1. No catalyst specified. The product is [CH2:1]([C:3]1[C:11]([CH3:12])=[C:10]2[C:6]([C:7](=[O:13])[O:8][CH2:9]2)=[C:5]([O:14][CH2:15][CH2:16][Si:17]([CH3:18])([CH3:19])[CH3:20])[C:4]=1[CH2:49][CH:48]=[C:47]([CH3:53])[CH:52]=[O:33])[CH3:2]. The yield is 0.770. (6) The reactants are [CH3:1][C:2]1[O:6][C:5]([C:7]2[CH:15]=[CH:14][C:10]([C:11]([OH:13])=O)=[CH:9][CH:8]=2)=[N:4][C:3]=1[CH2:16][O:17][C:18]1[CH:23]=[CH:22][C:21]([CH3:24])=[CH:20][CH:19]=1.CCN=C=NCCCN(C)C.C1C=CC2N(O)N=NC=2C=1.[N:46]1[CH:51]=[CH:50][CH:49]=[C:48]([CH2:52][NH2:53])[CH:47]=1.C(N(CC)CC)C. The catalyst is CN(C)C=O. The product is [CH3:1][C:2]1[O:6][C:5]([C:7]2[CH:8]=[CH:9][C:10]([C:11]([NH:53][CH2:52][C:48]3[CH:47]=[N:46][CH:51]=[CH:50][CH:49]=3)=[O:13])=[CH:14][CH:15]=2)=[N:4][C:3]=1[CH2:16][O:17][C:18]1[CH:23]=[CH:22][C:21]([CH3:24])=[CH:20][CH:19]=1. The yield is 0.560. (7) The reactants are [NH2:1][C:2]1[CH:3]=[C:4]([CH2:9][C:10]([N:12]([CH3:14])[CH3:13])=[O:11])[CH:5]=[CH:6][C:7]=1[NH2:8].[N:15]#[C:16]Br. The catalyst is C(O)C.O. The product is [NH2:15][C:16]1[NH:8][C:7]2[CH:6]=[CH:5][C:4]([CH2:9][C:10]([N:12]([CH3:13])[CH3:14])=[O:11])=[CH:3][C:2]=2[N:1]=1. The yield is 0.450.